Dataset: Forward reaction prediction with 1.9M reactions from USPTO patents (1976-2016). Task: Predict the product of the given reaction. (1) Given the reactants [Br:1][C:2]1[C:6]([N+:7]([O-:9])=[O:8])=[C:5]([Br:10])[NH:4][N:3]=1.[H-].[Na+].CCCCCC.Br[CH2:20][CH2:21][OH:22], predict the reaction product. The product is: [Br:1][C:2]1[C:6]([N+:7]([O-:9])=[O:8])=[C:5]([Br:10])[N:4]([CH2:20][CH2:21][OH:22])[N:3]=1. (2) The product is: [Na+:50].[Cl:37][C:33]1[CH:32]=[C:31]([NH:30][C:29]([C:12]2[N:11]([CH:39]([CH3:40])[CH3:41])[C:10]([CH2:9][CH2:8][C@@H:7]([OH:42])[CH2:6][C@@H:5]([OH:43])[CH2:4][C:3]([O-:44])=[O:2])=[C:14]([C:15]3[CH:16]=[CH:17][C:18]([F:21])=[CH:19][CH:20]=3)[C:13]=2[C:22]2[CH:27]=[CH:26][C:25]([F:28])=[CH:24][CH:23]=2)=[O:38])[CH:36]=[CH:35][CH:34]=1. Given the reactants C[O:2][C:3](=[O:44])[CH2:4][C@H:5]([OH:43])[CH2:6][C@H:7]([OH:42])[CH2:8][CH2:9][C:10]1[N:11]([CH:39]([CH3:41])[CH3:40])[C:12]([C:29](=[O:38])[NH:30][C:31]2[CH:36]=[CH:35][CH:34]=[C:33]([Cl:37])[CH:32]=2)=[C:13]([C:22]2[CH:27]=[CH:26][C:25]([F:28])=[CH:24][CH:23]=2)[C:14]=1[C:15]1[CH:20]=[CH:19][C:18]([F:21])=[CH:17][CH:16]=1.C(O)C.O.[OH-].[Na+:50], predict the reaction product. (3) Given the reactants [C:1]([O:5][C:6]([NH:8][C@H:9]1[CH2:13][O:12][C:10]1=[O:11])=[O:7])([CH3:4])([CH3:3])[CH3:2].[NH3:14].[Br:15][C:16]1[CH:21]=[CH:20][C:19]([S:22](Cl)(=[O:24])=[O:23])=[CH:18][CH:17]=1.C([O-])([O-])=O.[Na+].[Na+].Cl, predict the reaction product. The product is: [C:1]([O:5][C:6]([NH:8][C@@H:9]([CH2:13][NH:14][S:22]([C:19]1[CH:20]=[CH:21][C:16]([Br:15])=[CH:17][CH:18]=1)(=[O:24])=[O:23])[C:10]([OH:12])=[O:11])=[O:7])([CH3:4])([CH3:3])[CH3:2]. (4) The product is: [C:16]([NH:15][C:7]1[CH:8]=[CH:9][C:10]([NH:12]/[CH:31]=[C:25](\[C:23]#[N:24])/[C:26]([O:28][CH2:29][CH3:30])=[O:27])=[CH:11][C:6]=1[O:5][CH2:4][CH2:3][O:2][CH3:1])(=[O:18])[CH3:17]. Given the reactants [CH3:1][O:2][CH2:3][CH2:4][O:5][C:6]1[CH:11]=[C:10]([N+:12]([O-])=O)[CH:9]=[CH:8][C:7]=1[NH:15][C:16](=[O:18])[CH3:17].CO.[H][H].[C:23](/[C:25](=[CH:31]\OCC)/[C:26]([O:28][CH2:29][CH3:30])=[O:27])#[N:24], predict the reaction product. (5) Given the reactants N#N.[NH:3]1[C:7]2[CH:8]=[CH:9][CH:10]=[CH:11][C:6]=2[N:5]=[C:4]1[CH:12]([NH:23]C(=O)OC(C)(C)C)[CH2:13][C:14]1[CH:19]=[CH:18][C:17]([O:20][CH3:21])=[C:16]([F:22])[CH:15]=1.[ClH:31], predict the reaction product. The product is: [ClH:31].[ClH:31].[NH:3]1[C:7]2[CH:8]=[CH:9][CH:10]=[CH:11][C:6]=2[N:5]=[C:4]1[CH:12]([NH2:23])[CH2:13][C:14]1[CH:19]=[CH:18][C:17]([O:20][CH3:21])=[C:16]([F:22])[CH:15]=1.